Dataset: Catalyst prediction with 721,799 reactions and 888 catalyst types from USPTO. Task: Predict which catalyst facilitates the given reaction. Reactant: [CH:1]([NH:4][CH:5]([CH3:7])[CH3:6])([CH3:3])[CH3:2].[C:8](=[S:10])=[S:9]. Product: [CH:1]([N:4]([CH:5]([CH3:7])[CH3:6])[C:8](=[S:9])[SH:10])([CH3:3])[CH3:2]. The catalyst class is: 32.